Dataset: Reaction yield outcomes from USPTO patents with 853,638 reactions. Task: Predict the reaction yield, written as a fraction of the theoretical maximum amount of product (1.0 means a 100% yield; for example, 0.34 means a 34% yield). (1) The reactants are [CH3:1][O:2][C:3]1[CH:12]=[C:11]2[C:6]([N:7]=[C:8]([CH3:30])[C:9](=[O:29])[N:10]2[CH2:13][CH2:14][N:15]2[CH2:20][CH2:19][CH:18]([NH:21]C(=O)OC(C)(C)C)[CH2:17][CH2:16]2)=[CH:5][CH:4]=1.FC(F)(F)C(O)=O.NC1CCN(CCN2C3C(=CC=C(F)C=3)N=CC2=O)CC1. The catalyst is ClCCl. The product is [NH2:21][CH:18]1[CH2:17][CH2:16][N:15]([CH2:14][CH2:13][N:10]2[C:11]3[C:6](=[CH:5][CH:4]=[C:3]([O:2][CH3:1])[CH:12]=3)[N:7]=[C:8]([CH3:30])[C:9]2=[O:29])[CH2:20][CH2:19]1. The yield is 0.990. (2) The reactants are OS(O)(=O)=O.[NH2:6][C:7]1[CH:12]=[CH:11][C:10]([F:13])=[CH:9][N:8]=1.[I:14](O)(=O)(=O)=O.II.[OH-].[Na+]. The catalyst is CC(O)=O.O.CCOC(C)=O. The product is [F:13][C:10]1[CH:11]=[C:12]([I:14])[C:7]([NH2:6])=[N:8][CH:9]=1. The yield is 0.650. (3) The reactants are I[C:2]1[CH:10]=[CH:9][C:5]([C:6]([OH:8])=[O:7])=[CH:4][C:3]=1[CH3:11].C([O-])(=O)C.[K+].[CH3:17][C:18]1([CH3:34])[C:22]([CH3:24])([CH3:23])[O:21][B:20]([B:20]2[O:21][C:22]([CH3:24])([CH3:23])[C:18]([CH3:34])([CH3:17])[O:19]2)[O:19]1.O. The catalyst is CN(C=O)C.C([O-])(=O)C.[Pd+2].C([O-])(=O)C. The product is [CH3:11][C:3]1[CH:4]=[C:5]([CH:9]=[CH:10][C:2]=1[B:20]1[O:21][C:22]([CH3:24])([CH3:23])[C:18]([CH3:34])([CH3:17])[O:19]1)[C:6]([OH:8])=[O:7]. The yield is 0.880. (4) The reactants are BrC1C(=O)NC(C)=CC=1OCC1C=CC(F)=CC=1F.[CH2:20]([O:27][C:28]1[CH:33]=[CH:32][N:31]([C:34]2[CH:41]=[CH:40][C:37]([C:38]#[N:39])=[CH:36][CH:35]=2)[C:30](=[O:42])[C:29]=1[Br:43])[C:21]1[CH:26]=[CH:25][CH:24]=[CH:23][CH:22]=1.C(=O)([O-])[O-].[Cs+].[Cs+].FC1C=CC(C#N)=CC=1. The catalyst is CS(C)=O. The product is [CH2:20]([O:27][C:28]1[CH:33]=[CH:32][N:31]([C:34]2[CH:35]=[CH:36][C:37]([C:38]#[N:39])=[CH:40][CH:41]=2)[C:30](=[O:42])[C:29]=1[Br:43])[C:21]1[CH:22]=[CH:23][CH:24]=[CH:25][CH:26]=1. The yield is 0.290. (5) The reactants are [CH3:1][O:2][C:3]1[CH:4]=[C:5]([NH:11][CH3:12])[CH:6]=[CH:7][C:8]=1[O:9][CH3:10].[Cl:13][C:14]1[N:23]=[C:22](Cl)[C:21]2[C:16](=[CH:17][CH:18]=[CH:19][CH:20]=2)[N:15]=1. The catalyst is Cl.CC(O)C. The product is [ClH:13].[Cl:13][C:14]1[N:23]=[C:22]([N:11]([C:5]2[CH:6]=[CH:7][C:8]([O:9][CH3:10])=[C:3]([O:2][CH3:1])[CH:4]=2)[CH3:12])[C:21]2[C:16](=[CH:17][CH:18]=[CH:19][CH:20]=2)[N:15]=1. The yield is 0.720. (6) The reactants are [Cl:1][C:2]1[C:3]([NH:22][C:23]2[CH:32]=[CH:31][CH:30]=[CH:29][C:24]=2[C:25]([NH:27][CH3:28])=[O:26])=[N:4][C:5]([NH:8][C:9]2[C:18]3[CH2:17][CH2:16][CH2:15][CH2:14][C:13]=3[CH:12]=[C:11]([N+:19]([O-])=O)[CH:10]=2)=[N:6][CH:7]=1.[Cl-].[NH4+].O. The catalyst is C(O)C.[Fe]. The product is [NH2:19][C:11]1[CH:10]=[C:9]([NH:8][C:5]2[N:4]=[C:3]([NH:22][C:23]3[CH:32]=[CH:31][CH:30]=[CH:29][C:24]=3[C:25]([NH:27][CH3:28])=[O:26])[C:2]([Cl:1])=[CH:7][N:6]=2)[C:18]2[CH2:17][CH2:16][CH2:15][CH2:14][C:13]=2[CH:12]=1. The yield is 0.160. (7) The reactants are C([N:3]([CH2:6][CH3:7])CC)C.[Cl:8][C:9]1[CH:17]=[C:16]2[C:12]([C@@:13]3([C:26]4([CH2:31][CH2:30][C:29]([CH3:33])([CH3:32])[CH2:28][CH2:27]4)[N:25]4[C@@H:20]([C:21](=[O:46])[O:22][C@@H:23]([C:40]5[CH:45]=[CH:44][CH:43]=[CH:42][CH:41]=5)[C@H:24]4C4C=CC=CC=4)[C@@H:19]3[C:47]3[CH:52]=[CH:51][N:50]=[C:49]([Cl:53])[C:48]=3[F:54])[C:14](=[O:18])[NH:15]2)=[CH:11][CH:10]=1.[Cl-].[NH4+].[CH3:57][OH:58]. No catalyst specified. The product is [Cl:8][C:9]1[CH:17]=[C:16]2[C:12]([C:13]3([C@@H:19]([C:47]4[CH:52]=[CH:51][N:50]=[C:49]([Cl:53])[C:48]=4[F:54])[C@H:20]([C:21]([NH:3][C@@H:6]4[CH2:7][CH2:12][C@@H:13]([CH2:14][OH:18])[O:58][CH2:57]4)=[O:46])[N:25]([C@H:24]([C:26]4[CH:31]=[CH:30][CH:29]=[CH:28][CH:27]=4)[C@@H:23]([OH:22])[C:40]4[CH:41]=[CH:42][CH:43]=[CH:44][CH:45]=4)[C:26]43[CH2:31][CH2:30][C:29]([CH3:33])([CH3:32])[CH2:28][CH2:27]4)[C:14](=[O:18])[NH:15]2)=[CH:11][CH:10]=1. The yield is 0.890. (8) The reactants are Br[CH2:2][C:3]1[CH:8]=[CH:7][C:6]([C:9]2[CH:14]=[CH:13][CH:12]=[CH:11][CH:10]=2)=[CH:5][CH:4]=1.Cl.[NH2:16][CH2:17][C:18]([N:20]1[CH2:25][CH2:24][CH:23]([O:26][C:27]2[CH:32]=[CH:31][CH:30]=[CH:29][C:28]=2[Cl:33])[CH2:22][CH2:21]1)=[O:19].O[Li].O. The catalyst is CN(C=O)C. The product is [C:6]1([C:9]2[CH:14]=[CH:13][CH:12]=[CH:11][CH:10]=2)[CH:7]=[CH:8][C:3]([CH2:2][NH:16][CH2:17][C:18]([N:20]2[CH2:25][CH2:24][CH:23]([O:26][C:27]3[CH:32]=[CH:31][CH:30]=[CH:29][C:28]=3[Cl:33])[CH2:22][CH2:21]2)=[O:19])=[CH:4][CH:5]=1. The yield is 0.114. (9) The reactants are C([O:4][C:5]1[CH:28]=[CH:27][C:26]([Br:29])=[CH:25][C:6]=1[C:7]([NH:9][C:10]1[S:11][C:12]([N:19]2[CH2:24][CH2:23][CH2:22][CH2:21][CH2:20]2)=[C:13]([C:15]([CH3:18])([CH3:17])[CH3:16])[N:14]=1)=[O:8])(=O)C.[OH-].[Na+].Cl. The catalyst is C(O)C. The product is [Br:29][C:26]1[CH:27]=[CH:28][C:5]([OH:4])=[C:6]([CH:25]=1)[C:7]([NH:9][C:10]1[S:11][C:12]([N:19]2[CH2:20][CH2:21][CH2:22][CH2:23][CH2:24]2)=[C:13]([C:15]([CH3:17])([CH3:18])[CH3:16])[N:14]=1)=[O:8]. The yield is 0.363.